This data is from Forward reaction prediction with 1.9M reactions from USPTO patents (1976-2016). The task is: Predict the product of the given reaction. Given the reactants [CH3:1][O:2][C:3](=[O:32])[CH:4]([O:29][CH2:30][CH3:31])[CH2:5][C:6]1[CH:11]=[CH:10][CH:9]=[C:8]([CH2:12][CH2:13][N:14](C(OC(C)(C)C)=O)[CH2:15][CH2:16][CH2:17][CH2:18][CH2:19][CH2:20][CH3:21])[CH:7]=1.Cl, predict the reaction product. The product is: [CH3:1][O:2][C:3](=[O:32])[CH:4]([O:29][CH2:30][CH3:31])[CH2:5][C:6]1[CH:11]=[CH:10][CH:9]=[C:8]([CH2:12][CH2:13][NH:14][CH2:15][CH2:16][CH2:17][CH2:18][CH2:19][CH2:20][CH3:21])[CH:7]=1.